From a dataset of Reaction yield outcomes from USPTO patents with 853,638 reactions. Predict the reaction yield, written as a fraction of the theoretical maximum amount of product (1.0 means a 100% yield; for example, 0.34 means a 34% yield). (1) The reactants are [OH:1][CH2:2][C@H:3]1CC[CH2:5][N:4]1[CH2:8][C:9]1[S:13][CH:12]=[C:11]([C:14]2[CH:15]=[C:16]3[C:20](=[C:21]([C:23]([NH2:25])=[O:24])[CH:22]=2)[NH:19][CH:18]=[C:17]3[CH:26]2[CH2:31][CH2:30][N:29]([S:32]([CH:35]([CH3:37])[CH3:36])(=[O:34])=[O:33])[CH2:28][CH2:27]2)[CH:10]=1.N1CCC[C@@H]1CO. No catalyst specified. The product is [OH:1][CH2:2][CH2:3][N:4]([CH2:8][C:9]1[S:13][CH:12]=[C:11]([C:14]2[CH:15]=[C:16]3[C:20](=[C:21]([C:23]([NH2:25])=[O:24])[CH:22]=2)[NH:19][CH:18]=[C:17]3[CH:26]2[CH2:31][CH2:30][N:29]([S:32]([CH:35]([CH3:37])[CH3:36])(=[O:33])=[O:34])[CH2:28][CH2:27]2)[CH:10]=1)[CH3:5]. The yield is 0.519. (2) The reactants are [F:1][C:2]1[CH:3]=[CH:4][C:5]([O:10][C:11]2[CH:12]=[C:13]3[C:17](=[CH:18][CH:19]=2)[NH:16][N:15]=[CH:14]3)=[C:6]([CH:9]=1)[C:7]#[N:8].Br[CH2:21][CH:22]([O:25][CH3:26])[O:23][CH3:24].[H-].[Na+]. The catalyst is CN(C=O)C.[I-].C([N+](CCCC)(CCCC)CCCC)CCC.O. The product is [CH3:24][O:23][CH:22]([O:25][CH3:26])[CH2:21][N:16]1[C:17]2[C:13](=[CH:12][C:11]([O:10][C:5]3[CH:4]=[CH:3][C:2]([F:1])=[CH:9][C:6]=3[C:7]#[N:8])=[CH:19][CH:18]=2)[CH:14]=[N:15]1. The yield is 0.490. (3) The yield is 0.620. The product is [OH:2][C@H:3]1[CH2:8][CH2:7][N:6]([CH2:9][C:10]2[CH:15]=[CH:14][CH:13]=[CH:12][CH:11]=2)[CH2:5][C@H:4]1[C:16]([NH2:20])=[O:18]. The reactants are [Na+].[OH:2][C@H:3]1[CH2:8][CH2:7][N:6]([CH2:9][C:10]2[CH:15]=[CH:14][CH:13]=[CH:12][CH:11]=2)[CH2:5][C@H:4]1[C:16]([O-:18])=O.O[N:20]1C2N=CC=CC=2N=N1.Cl.CN(C)CCCN=C=NCC.C(=O)(O)[O-].[NH4+]. The catalyst is CN(C)C=O. (4) No catalyst specified. The yield is 0.740. The reactants are [CH:1]1([S:4](Cl)(=[O:6])=[O:5])[CH2:3][CH2:2]1.N1C=CC=CC=1.[CH3:14][CH2:15][CH2:16][CH2:17][OH:18]. The product is [CH:1]1([S:4]([O:18][CH2:17][CH2:16][CH2:15][CH3:14])(=[O:6])=[O:5])[CH2:3][CH2:2]1. (5) The reactants are [Li+].CC([N-]C(C)C)C.[N:9]1[CH:14]=[CH:13][CH:12]=[C:11]([CH3:15])[CH:10]=1.[Br:16][CH2:17][CH2:18][CH2:19][CH2:20][CH2:21][CH2:22][CH2:23][CH2:24][CH2:25][CH2:26][CH2:27]Br.[NH4+].[Cl-]. The catalyst is C1COCC1. The product is [N:9]1[CH:14]=[CH:13][CH:12]=[C:11]([CH2:15][CH2:27][CH2:26][CH2:25][CH2:24][CH2:23][CH2:22][CH2:21][CH2:20][CH2:19][CH2:18][CH2:17][Br:16])[CH:10]=1. The yield is 0.590. (6) The reactants are [Na].[CH3:2][N:3]1[C:7](=[O:8])/[C:6](=[C:9](\[NH:14][CH2:15][C:16]2[CH:21]=[CH:20][CH:19]=[CH:18][N:17]=2)/[CH2:10][CH2:11][CH2:12][CH3:13])/[C:5]([CH2:22][C:23]([O:25]C)=O)=[N:4]1.Cl. The catalyst is CC(O)C. The product is [CH2:10]([C:9]1[N:14]([CH2:15][C:16]2[CH:21]=[CH:20][CH:19]=[CH:18][N:17]=2)[C:23](=[O:25])[CH:22]=[C:5]2[NH:4][N:3]([CH3:2])[C:7](=[O:8])[C:6]=12)[CH2:11][CH2:12][CH3:13]. The yield is 0.800. (7) The reactants are [F:1][C:2]1[CH:7]=[CH:6][C:5]([C:8](=[O:13])[NH:9][CH2:10][C:11]#[CH:12])=[CH:4][C:3]=1[S:14](Cl)(=[O:16])=[O:15].[OH:18][CH2:19][C@:20]([OH:37])([CH3:36])[C:21](=[O:35])[C@@H:22]([NH:27][C:28](=[O:34])[O:29][C:30]([CH3:33])([CH3:32])[CH3:31])[CH2:23][CH:24]([CH3:26])[CH3:25].CCN(C(C)C)C(C)C. The catalyst is CN(C1C=CN=CC=1)C.C(Cl)Cl. The product is [F:1][C:2]1[CH:7]=[CH:6][C:5]([C:8](=[O:13])[NH:9][CH2:10][C:11]#[CH:12])=[CH:4][C:3]=1[S:14]([O:18][CH2:19][C@:20]([OH:37])([CH3:36])[C:21](=[O:35])[C@@H:22]([NH:27][C:28]([O:29][C:30]([CH3:31])([CH3:33])[CH3:32])=[O:34])[CH2:23][CH:24]([CH3:26])[CH3:25])(=[O:15])=[O:16]. The yield is 0.750.